The task is: Regression. Given a peptide amino acid sequence and an MHC pseudo amino acid sequence, predict their binding affinity value. This is MHC class I binding data.. This data is from Peptide-MHC class I binding affinity with 185,985 pairs from IEDB/IMGT. (1) The peptide sequence is EFLHYCNSY. The MHC is HLA-A11:01 with pseudo-sequence HLA-A11:01. The binding affinity (normalized) is 0.0425. (2) The peptide sequence is SATGFKQSSK. The MHC is HLA-A03:02 with pseudo-sequence HLA-A03:02. The binding affinity (normalized) is 0.205. (3) The peptide sequence is TPAARALPL. The MHC is HLA-B07:02 with pseudo-sequence HLA-B07:02. The binding affinity (normalized) is 0.728. (4) The binding affinity (normalized) is 0. The peptide sequence is PLSPTRLSRL. The MHC is HLA-A02:06 with pseudo-sequence HLA-A02:06. (5) The peptide sequence is QIYAGIKVR. The MHC is HLA-B08:01 with pseudo-sequence HLA-B08:01. The binding affinity (normalized) is 0. (6) The peptide sequence is CDKCHQKGEAI. The MHC is Mamu-B01 with pseudo-sequence Mamu-B01. The binding affinity (normalized) is 0.